From a dataset of Catalyst prediction with 721,799 reactions and 888 catalyst types from USPTO. Predict which catalyst facilitates the given reaction. (1) Reactant: [NH2:1][C:2]1[CH:11]=[C:10]2[C:5]([CH:6]=[N:7][C:8]([NH:12][C:13]3[CH:18]=[CH:17][C:16]([S:19]([NH2:22])(=[O:21])=[O:20])=[CH:15][CH:14]=3)=[N:9]2)=[CH:4][CH:3]=1.[C:23](O)(=[O:25])[CH3:24].CN(C(ON1N=NC2C=CC=CC1=2)=[N+](C)C)C.F[P-](F)(F)(F)(F)F.CCN(C(C)C)C(C)C. Product: [S:19]([C:16]1[CH:15]=[CH:14][C:13]([NH:12][C:8]2[N:7]=[CH:6][C:5]3[C:10](=[CH:11][C:2]([NH:1][C:23](=[O:25])[CH3:24])=[CH:3][CH:4]=3)[N:9]=2)=[CH:18][CH:17]=1)(=[O:21])(=[O:20])[NH2:22]. The catalyst class is: 56. (2) Reactant: [NH2:1][CH2:2][C:3]1[CH:12]=[C:11]2[C:6]([CH2:7][CH2:8][CH:9]([NH:20][C:21](=[O:27])[O:22][C:23]([CH3:26])([CH3:25])[CH3:24])[CH:10]2[CH2:13][C:14]2[CH:19]=[CH:18][CH:17]=[CH:16][CH:15]=2)=[CH:5][CH:4]=1.C(N(CC)CC)C.[CH2:35]([S:37](Cl)(=[O:39])=[O:38])[CH3:36]. Product: [CH2:13]([CH:10]1[C:11]2[C:6](=[CH:5][CH:4]=[C:3]([CH2:2][NH:1][S:37]([CH2:35][CH3:36])(=[O:39])=[O:38])[CH:12]=2)[CH2:7][CH2:8][CH:9]1[NH:20][C:21](=[O:27])[O:22][C:23]([CH3:24])([CH3:26])[CH3:25])[C:14]1[CH:15]=[CH:16][CH:17]=[CH:18][CH:19]=1. The catalyst class is: 4. (3) Product: [F:16][C:17]([F:22])([F:21])[CH2:18][CH2:19][NH:20][C:4](=[O:6])[C:3]1[CH:7]=[C:8]([N+:13]([O-:15])=[O:14])[C:9]([NH:11][CH3:12])=[CH:10][C:2]=1[Cl:1]. The catalyst class is: 1. Reactant: [Cl:1][C:2]1[CH:10]=[C:9]([NH:11][CH3:12])[C:8]([N+:13]([O-:15])=[O:14])=[CH:7][C:3]=1[C:4]([OH:6])=O.[F:16][C:17]([F:22])([F:21])[CH2:18][CH2:19][NH2:20].CN(C(ON1N=NC2C=CC=CC1=2)=[N+](C)C)C.[B-](F)(F)(F)F.CCN(C(C)C)C(C)C.